Dataset: Experimentally validated miRNA-target interactions with 360,000+ pairs, plus equal number of negative samples. Task: Binary Classification. Given a miRNA mature sequence and a target amino acid sequence, predict their likelihood of interaction. (1) The miRNA is mmu-miR-5101 with sequence UUUGUUUGUUUUGCUGAUGCAG. The protein sequence of the target gene is MAAGGGGGSSKASSSSASSAGALESSLDRKFQSVTNTMESIQGLSSWCIENKKHHSTIVYHWMKWLRRSTYPHRLNLFYLANDVIQNCKRKNAIIFRESFADVLPEAAALVKDPSVSKSIERIFKIWEDRNVYPEDMIVALREALMDRAASHNARLQKLQCFPGTTFKTQKQLKENLNKQPNKQWKKSQTSTNPKAALKSKIVAEFRSQALIEELLMYKRSEDQIELKEKQLSTMRVDVCSTETLKCLKDKTGGKKFSKEFEEASSKLEEFVNGLDKQVKNGPSLTEALENAGIFYEAQY.... Result: 1 (interaction). (2) The miRNA is hsa-miR-6742-5p with sequence AGUGGGGUGGGACCCAGCUGUU. The protein sequence of the target gene is MWAFGGRAAVGLLPRTASRASAWVGNPRWREPIVTCGRRGLHVTVNAGATRHAHLNLHYLQILNIKKQSVCVVHLRNLGTLDNPSSLDETAYERLAEETLDSLAEFFEDLADKPYTLEDYDVSFGDGVLTIKLGGDLGTYVINKQTPNKQIWLSSPSSGPKRYDWTGKNWVYSHDGVSLHELLARELTKALNTKLDLSSLAYSGKGT. Result: 0 (no interaction). (3) The miRNA is hsa-miR-520c-3p with sequence AAAGUGCUUCCUUUUAGAGGGU. The protein sequence of the target gene is MSLKMDNRDVAGKANRWFGVAPPKSGKMNMNILHQEELIAQKKREIEAKMEQKAKQNQVASPQPPHPGEITNAHNSSCISNKFANDGSFLQQFLKLQKAQTSTDAPTSAPSAPPSTPTPSAGKRSLLISRRTGLGLASLPGPVKSYSHAKQLPVAHRPSVFQSPDEDEEEDYEQWLEIKVSPPEGAETRKVIEKLARFVAEGGPELEKVAMEDYKDNPAFAFLHDKNSREFLYYRKKVAEIRKEAQKSQAASQKVSPPEDEEVKNLAEKLARFIADGGPEVETIALQNNRENQAFSFLYE.... Result: 1 (interaction). (4) The miRNA is hsa-miR-4509 with sequence ACUAAAGGAUAUAGAAGGUUUU. The protein sequence of the target gene is MKQKMMARLLRTSFALLFLGLFGVLGAATISCRNEEGKAVDWFTFYKLPKRQNKESGETGLEYLYLDSTTRSWRKSEQLMNDTKSVLGRTLQQLYEAYASKSNNTAYLIYNDGVPKPVNYSRKYGHTKGLLLWNRVQGFWLIHSIPQFPPIPEEGYDYPPTGRRNGQSGICITFKYNQYEAIDSQLLVCNPNVYSCSIPATFHQELIHMPQLCTRASSSEIPGRLLTTLQSAQGQKFLHFAKSDSFLDDIFAAWMAQRLKTHLLTETWQRKRQELPSNCSLPYHVYNIKAIKLSRHSYFS.... Result: 0 (no interaction).